This data is from Caco-2 cell permeability data measuring drug intestinal absorption for ~900 compounds. The task is: Regression/Classification. Given a drug SMILES string, predict its absorption, distribution, metabolism, or excretion properties. Task type varies by dataset: regression for continuous measurements (e.g., permeability, clearance, half-life) or binary classification for categorical outcomes (e.g., BBB penetration, CYP inhibition). For this dataset (caco2_wang), we predict Y. (1) The molecule is O=C(Nc1cccc(C(F)(F)F)c1)c1nscc1NCc1ccncc1. The Y is -5.16 log Papp (cm/s). (2) The compound is COc1ccc(-c2cc(=O)c3c(O)cc(OC4O[C@H](CO[C@@H]5OC[C@@H](O)[C@H](O)[C@H]5O)[C@@H](O)[C@H](O)[C@H]4O)cc3o2)cc1O. The Y is -6.16 log Papp (cm/s).